Dataset: Full USPTO retrosynthesis dataset with 1.9M reactions from patents (1976-2016). Task: Predict the reactants needed to synthesize the given product. Given the product [CH:14]([N:27]1[CH2:30][C:29]([C:5]2[CH:10]=[CH:9][CH:8]=[C:7]([CH:11]([CH3:13])[CH3:12])[CH:6]=2)([OH:31])[CH2:28]1)([C:21]1[CH:26]=[CH:25][CH:24]=[CH:23][CH:22]=1)[C:15]1[CH:16]=[CH:17][CH:18]=[CH:19][CH:20]=1, predict the reactants needed to synthesize it. The reactants are: [Mg].II.Br[C:5]1[CH:6]=[C:7]([CH:11]([CH3:13])[CH3:12])[CH:8]=[CH:9][CH:10]=1.[CH:14]([N:27]1[CH2:30][C:29](=[O:31])[CH2:28]1)([C:21]1[CH:26]=[CH:25][CH:24]=[CH:23][CH:22]=1)[C:15]1[CH:20]=[CH:19][CH:18]=[CH:17][CH:16]=1.[NH4+].[Cl-].